Dataset: Forward reaction prediction with 1.9M reactions from USPTO patents (1976-2016). Task: Predict the product of the given reaction. Given the reactants [CH3:1][O:2][C:3](=[O:20])[CH2:4][N:5]([C:13]1[CH:18]=[CH:17][C:16]([OH:19])=[CH:15][CH:14]=1)[C:6]([O:8][C:9]([CH3:12])([CH3:11])[CH3:10])=[O:7].[CH2:21](Br)[C:22]1[CH:27]=[CH:26][CH:25]=[CH:24][CH:23]=1.C(=O)([O-])[O-].[K+].[K+].CC(C)=O, predict the reaction product. The product is: [CH3:1][O:2][C:3](=[O:20])[CH2:4][N:5]([C:13]1[CH:18]=[CH:17][C:16]([O:19][CH2:21][C:22]2[CH:27]=[CH:26][CH:25]=[CH:24][CH:23]=2)=[CH:15][CH:14]=1)[C:6]([O:8][C:9]([CH3:12])([CH3:10])[CH3:11])=[O:7].